This data is from Full USPTO retrosynthesis dataset with 1.9M reactions from patents (1976-2016). The task is: Predict the reactants needed to synthesize the given product. Given the product [Cl:1][C:2]1[CH:7]=[C:6]([B:17]2[O:21][C:20]([CH3:23])([CH3:22])[C:19]([CH3:25])([CH3:24])[O:18]2)[CH:5]=[C:4]([CH2:8][O:9][C:10]([CH3:16])([CH3:15])[C:11]([F:12])([F:13])[F:14])[CH:3]=1, predict the reactants needed to synthesize it. The reactants are: [Cl:1][C:2]1[CH:7]=[CH:6][CH:5]=[C:4]([CH2:8][O:9][C:10]([CH3:16])([CH3:15])[C:11]([F:14])([F:13])[F:12])[CH:3]=1.[B:17]1([B:17]2[O:21][C:20]([CH3:23])([CH3:22])[C:19]([CH3:25])([CH3:24])[O:18]2)[O:21][C:20]([CH3:23])([CH3:22])[C:19]([CH3:25])([CH3:24])[O:18]1.C(=O)([O-])O.[Na+].